This data is from Full USPTO retrosynthesis dataset with 1.9M reactions from patents (1976-2016). The task is: Predict the reactants needed to synthesize the given product. (1) The reactants are: Cl[CH2:2][C:3]1[CH:8]=[CH:7][C:6]([C:9]2[CH:14]=[CH:13][C:12]([CH2:15]Cl)=[CH:11][CH:10]=2)=[CH:5][CH:4]=1.[C:17]1([CH3:23])[CH:22]=[CH:21][CH:20]=[CH:19][CH:18]=1. Given the product [CH3:23][C:17]1[CH:22]=[CH:21][C:20]([CH2:2][C:3]2[CH:8]=[CH:7][C:6]([C:9]3[CH:14]=[CH:13][C:12]([CH2:15][C:6]4[CH:7]=[CH:8][C:3]([CH3:2])=[CH:4][CH:5]=4)=[CH:11][CH:10]=3)=[CH:5][CH:4]=2)=[CH:19][CH:18]=1, predict the reactants needed to synthesize it. (2) The reactants are: [Cl:1][C:2]1[CH:7]=[C:6]2[NH:8][C:9](=[O:45])[C:10]3([CH:15]([C:16]4[CH:21]=[C:20]([Cl:22])[CH:19]=[CH:18][C:17]=4[O:23][C:24]([C:31]([O:33]CC)=[O:32])([CH2:28][CH2:29][CH3:30])[CH2:25][CH2:26][CH3:27])[CH2:14][C:13](=[O:36])[NH:12][CH:11]3[C:37]3[CH:42]=[C:41]([Cl:43])[CH:40]=[CH:39][C:38]=3[CH3:44])[C:5]2=[CH:4][CH:3]=1.O[Li].O.O. Given the product [Cl:1][C:2]1[CH:7]=[C:6]2[NH:8][C:9](=[O:45])[C:10]3([CH:15]([C:16]4[CH:21]=[C:20]([Cl:22])[CH:19]=[CH:18][C:17]=4[O:23][C:24]([C:31]([OH:33])=[O:32])([CH2:28][CH2:29][CH3:30])[CH2:25][CH2:26][CH3:27])[CH2:14][C:13](=[O:36])[NH:12][CH:11]3[C:37]3[CH:42]=[C:41]([Cl:43])[CH:40]=[CH:39][C:38]=3[CH3:44])[C:5]2=[CH:4][CH:3]=1, predict the reactants needed to synthesize it. (3) The reactants are: [C:1]1([C:18]2[CH:23]=[CH:22][CH:21]=[CH:20][CH:19]=2)[CH:6]=[CH:5][C:4]([O:7][C:8]2[CH:13]=[N:12][CH:11]=[C:10]3[S:14][C:15]([NH2:17])=[CH:16][C:9]=23)=[CH:3][CH:2]=1.[C:24]1(=O)[O:29][C:27](=[O:28])[CH2:26][CH2:25]1. Given the product [C:1]1([C:18]2[CH:23]=[CH:22][CH:21]=[CH:20][CH:19]=2)[CH:6]=[CH:5][C:4]([O:7][C:8]2[CH:13]=[N:12][CH:11]=[C:10]3[S:14][C:15]([N:17]4[C:27](=[O:28])[CH2:26][CH2:25][C:24]4=[O:29])=[CH:16][C:9]=23)=[CH:3][CH:2]=1, predict the reactants needed to synthesize it. (4) Given the product [CH2:18]([N:6]1[C:7]2[C:3](=[C:2]([I:1])[CH:10]=[C:9]([C:11]([O:13][CH3:14])=[O:12])[CH:8]=2)[CH:4]=[CH:5]1)[CH2:19][CH2:20][CH3:21], predict the reactants needed to synthesize it. The reactants are: [I:1][C:2]1[CH:10]=[C:9]([C:11]([O:13][CH3:14])=[O:12])[CH:8]=[C:7]2[C:3]=1[CH:4]=[CH:5][NH:6]2.[OH-].[K+].I[CH2:18][CH2:19][CH2:20][CH3:21]. (5) Given the product [C:5]([C:4]1[CH:3]=[C:2]([CH:9]=[CH:8][CH:7]=1)[O:1][C:13]1[N:18]=[N:17][C:16]([C:19]([NH2:21])=[O:20])=[C:15]([NH:22][C:23]2[CH:28]=[CH:27][CH:26]=[C:25]([CH3:29])[N:24]=2)[CH:14]=1)#[N:6], predict the reactants needed to synthesize it. The reactants are: [OH:1][C:2]1[CH:3]=[C:4]([CH:7]=[CH:8][CH:9]=1)[C:5]#[N:6].[H-].[Na+].Cl[C:13]1[N:18]=[N:17][C:16]([C:19]([NH2:21])=[O:20])=[C:15]([NH:22][C:23]2[CH:28]=[CH:27][CH:26]=[C:25]([CH3:29])[N:24]=2)[CH:14]=1. (6) The reactants are: [O:1]=[C:2]1[N:7]([CH2:8][C:9]2[CH:10]=[C:11]([C:15]3[N:20]=[CH:19][C:18]([C:21]([OH:23])=O)=[CH:17][N:16]=3)[CH:12]=[CH:13][CH:14]=2)[N:6]=[C:5]([C:24]2[CH:29]=[C:28]([F:30])[C:27]([F:31])=[C:26]([F:32])[CH:25]=2)[CH:4]=[CH:3]1.CN1CCOCC1.C[CH2:41][N:42]=[C:43]=[N:44][CH2:45][CH2:46][CH2:47][N:48](C)C.Cl.C1C=CC2N(O)N=NC=2C=1.NCCC1N=CNC=1. Given the product [NH:42]1[CH:41]=[C:45]([CH2:46][CH2:47][NH:48][C:21]([C:18]2[CH:17]=[N:16][C:15]([C:11]3[CH:12]=[CH:13][CH:14]=[C:9]([CH2:8][N:7]4[C:2](=[O:1])[CH:3]=[CH:4][C:5]([C:24]5[CH:29]=[C:28]([F:30])[C:27]([F:31])=[C:26]([F:32])[CH:25]=5)=[N:6]4)[CH:10]=3)=[N:20][CH:19]=2)=[O:23])[N:44]=[CH:43]1, predict the reactants needed to synthesize it. (7) Given the product [Cl:1][C:2]1[N:3]=[CH:4][C:5]([N:10]2[CH2:15][CH2:14][CH:13]([CH2:16][C:17]#[N:18])[CH2:12][CH2:11]2)=[CH:6][CH:7]=1, predict the reactants needed to synthesize it. The reactants are: [Cl:1][C:2]1[CH:7]=[CH:6][C:5](I)=[CH:4][N:3]=1.Cl.[NH:10]1[CH2:15][CH2:14][CH:13]([CH2:16][C:17]#[N:18])[CH2:12][CH2:11]1.C1(P(C2C=CC=CC=2)C2C3OC4C(=CC=CC=4P(C4C=CC=CC=4)C4C=CC=CC=4)C(C)(C)C=3C=CC=2)C=CC=CC=1.C(=O)([O-])[O-].[Cs+].[Cs+].